Dataset: Cav3 T-type calcium channel HTS with 100,875 compounds. Task: Binary Classification. Given a drug SMILES string, predict its activity (active/inactive) in a high-throughput screening assay against a specified biological target. (1) The drug is s1c(c2n(CCCC)c3nc4c(nc3n2)cccc4)ccc1. The result is 0 (inactive). (2) The molecule is O(CCN1c2n3ncc(c3nc(c2CC1)C)c1cc(OC)c(OC)cc1)C. The result is 0 (inactive). (3) The drug is Fc1ccc(CN2C(c3ccc(OC)cc3)C=CCN(CC2=O)C(=O)C=C)cc1. The result is 0 (inactive).